From a dataset of Forward reaction prediction with 1.9M reactions from USPTO patents (1976-2016). Predict the product of the given reaction. (1) Given the reactants [H-].[Na+].[NH2:3][C:4]1[CH:8]=[C:7]([CH3:9])[NH:6][N:5]=1.[CH3:10][C:11]([O:14][C:15](O[C:15]([O:14][C:11]([CH3:13])([CH3:12])[CH3:10])=[O:16])=[O:16])([CH3:13])[CH3:12].C([O-])(O)=O.[Na+], predict the reaction product. The product is: [C:11]([O:14][C:15]([N:6]1[C:7]([CH3:9])=[CH:8][C:4]([NH2:3])=[N:5]1)=[O:16])([CH3:13])([CH3:12])[CH3:10]. (2) Given the reactants [O:1]1[CH2:6][CH2:5][CH:4]([OH:7])[CH2:3][CH2:2]1.[CH3:8][S:9](Cl)(=[O:11])=[O:10].C(N(CC)CC)C, predict the reaction product. The product is: [CH3:8][S:9]([O:7][CH:4]1[CH2:5][CH2:6][O:1][CH2:2][CH2:3]1)(=[O:11])=[O:10]. (3) The product is: [NH2:16][C:15]1[CH:14]=[CH:13][C:8]([C:9]([O:11][CH3:12])=[O:10])=[CH:7][C:6]=1[O:5][CH2:4][CH:1]1[CH2:3][CH2:2]1. Given the reactants [CH:1]1([CH2:4][O:5][C:6]2[CH:7]=[C:8]([CH:13]=[CH:14][C:15]=2[N+:16]([O-])=O)[C:9]([O:11][CH3:12])=[O:10])[CH2:3][CH2:2]1, predict the reaction product. (4) Given the reactants [C:1]([O:5][C:6](=[O:27])[NH:7][C:8]1[CH:13]=[CH:12][CH:11]=[CH:10][C:9]=1[NH:14][C:15]([C:17]1[S:21][C:20]2[CH:22]=[CH:23][C:24]([OH:26])=[CH:25][C:19]=2[CH:18]=1)=[O:16])([CH3:4])([CH3:3])[CH3:2].C(=O)([O-])[O-].[K+].[K+].Cl[CH2:35][C:36]([O:38][C:39]([CH3:42])([CH3:41])[CH3:40])=[O:37].[Cl-].[NH4+], predict the reaction product. The product is: [C:39]([O:38][C:36](=[O:37])[CH2:35][O:26][C:24]1[CH:23]=[CH:22][C:20]2[S:21][C:17]([C:15](=[O:16])[NH:14][C:9]3[CH:10]=[CH:11][CH:12]=[CH:13][C:8]=3[NH:7][C:6]([O:5][C:1]([CH3:4])([CH3:2])[CH3:3])=[O:27])=[CH:18][C:19]=2[CH:25]=1)([CH3:42])([CH3:41])[CH3:40]. (5) Given the reactants [NH:1]1[CH2:6][CH2:5][CH2:4][C@H:3]([NH:7][C:8](=[O:14])[O:9][C:10]([CH3:13])([CH3:12])[CH3:11])[CH2:2]1.Br[C:16]1[C:24]([F:25])=[CH:23][C:22]([C:26]#[N:27])=[C:21]2[C:17]=1[C:18]([CH3:29])=[C:19]([CH3:28])[NH:20]2.C(=O)([O-])[O-].[Cs+].[Cs+].C1C=CC(P(C2C(C3C(P(C4C=CC=CC=4)C4C=CC=CC=4)=CC=C4C=3C=CC=C4)=C3C(C=CC=C3)=CC=2)C2C=CC=CC=2)=CC=1, predict the reaction product. The product is: [C:10]([O:9][C:8](=[O:14])[NH:7][C@H:3]1[CH2:4][CH2:5][CH2:6][N:1]([C:16]2[C:24]([F:25])=[CH:23][C:22]([C:26]#[N:27])=[C:21]3[C:17]=2[C:18]([CH3:29])=[C:19]([CH3:28])[NH:20]3)[CH2:2]1)([CH3:11])([CH3:13])[CH3:12].